Predict which catalyst facilitates the given reaction. From a dataset of Catalyst prediction with 721,799 reactions and 888 catalyst types from USPTO. (1) Reactant: C1COCC1.[C:6]([N:25]1[CH:29]=[CH:28][N:27]=[CH:26]1)([C:19]1[CH:24]=[CH:23][CH:22]=[CH:21][CH:20]=1)([C:13]1[CH:18]=[CH:17][CH:16]=[CH:15][CH:14]=1)[C:7]1[CH:12]=[CH:11][CH:10]=[CH:9][CH:8]=1.C([Li])CCC.[CH2:35]([O:42][CH2:43][C@H:44]1[CH2:46][O:45]1)[C:36]1[CH:41]=[CH:40][CH:39]=[CH:38][CH:37]=1. Product: [CH2:35]([O:42][CH2:43][C@H:44]([OH:45])[CH2:46][C:26]1[N:25]([C:6]([C:13]2[CH:18]=[CH:17][CH:16]=[CH:15][CH:14]=2)([C:19]2[CH:20]=[CH:21][CH:22]=[CH:23][CH:24]=2)[C:7]2[CH:12]=[CH:11][CH:10]=[CH:9][CH:8]=2)[CH:29]=[CH:28][N:27]=1)[C:36]1[CH:41]=[CH:40][CH:39]=[CH:38][CH:37]=1. The catalyst class is: 6. (2) The catalyst class is: 187. Product: [CH3:13][O:12][C:9]1[CH:10]=[C:11]2[C:6](=[CH:7][C:8]=1[O:14][CH3:15])[N:5]=[N:4][CH:3]=[C:2]2[NH:22][C:19]1[CH2:18][C:17]([CH3:16])=[N:21][N:20]=1. Reactant: Br[C:2]1[C:11]2[C:6](=[CH:7][C:8]([O:14][CH3:15])=[C:9]([O:12][CH3:13])[CH:10]=2)[N:5]=[N:4][CH:3]=1.[CH3:16][C:17]1[CH2:18][C:19]([NH2:22])=[N:20][N:21]=1.CC(C)([O-])C.[Na+]. (3) Reactant: C(O)C.[CH3:4][C:5]1[C:13]2[C:8](=[CH:9][CH:10]=[C:11]([CH3:36])[C:12]=2[C:14]2[N:15]=[C:16]([O:34]C)[C:17]3[CH2:23][N:22]([C:24]4[CH:29]=[C:28]([CH:30]([CH3:32])[CH3:31])[CH:27]=[CH:26][C:25]=4[CH3:33])[CH2:21][CH2:20][C:18]=3[N:19]=2)[NH:7][N:6]=1.Cl. Product: [CH3:4][C:5]1[C:13]2[C:8](=[CH:9][CH:10]=[C:11]([CH3:36])[C:12]=2[C:14]2[N:15]=[C:16]([OH:34])[C:17]3[CH2:23][N:22]([C:24]4[CH:29]=[C:28]([CH:30]([CH3:31])[CH3:32])[CH:27]=[CH:26][C:25]=4[CH3:33])[CH2:21][CH2:20][C:18]=3[N:19]=2)[NH:7][N:6]=1. The catalyst class is: 503. (4) Reactant: N1C=CN=C1.[Br:6][C:7]1[CH:12]=[CH:11][C:10]([OH:13])=[C:9]([Cl:14])[CH:8]=1.[CH:15]([Si:18](Cl)([CH:22]([CH3:24])[CH3:23])[CH:19]([CH3:21])[CH3:20])([CH3:17])[CH3:16]. Product: [Br:6][C:7]1[CH:12]=[CH:11][C:10]([O:13][Si:18]([CH:22]([CH3:24])[CH3:23])([CH:19]([CH3:21])[CH3:20])[CH:15]([CH3:17])[CH3:16])=[C:9]([Cl:14])[CH:8]=1. The catalyst class is: 4. (5) Reactant: [Br:1][C:2]1[CH:10]=[CH:9][C:8]([C:11]#[N:12])=[C:7]2[C:3]=1[CH:4]=[CH:5][NH:6]2.[H-].[Na+].[CH3:15][C:16]1[CH:21]=[CH:20][C:19]([S:22](Cl)(=[O:24])=[O:23])=[CH:18][CH:17]=1. Product: [Br:1][C:2]1[CH:10]=[CH:9][C:8]([C:11]#[N:12])=[C:7]2[C:3]=1[CH:4]=[CH:5][N:6]2[S:22]([C:19]1[CH:20]=[CH:21][C:16]([CH3:15])=[CH:17][CH:18]=1)(=[O:24])=[O:23]. The catalyst class is: 1.